From a dataset of Reaction yield outcomes from USPTO patents with 853,638 reactions. Predict the reaction yield, written as a fraction of the theoretical maximum amount of product (1.0 means a 100% yield; for example, 0.34 means a 34% yield). The reactants are Br[C:2]1[CH:3]=[C:4]([C:9]2[CH:14]=[C:13]([Cl:15])[N:12]=[CH:11][C:10]=2[NH2:16])[C:5]([F:8])=[N:6][CH:7]=1.[B:17]1([B:17]2[O:21][C:20]([CH3:23])([CH3:22])[C:19]([CH3:25])([CH3:24])[O:18]2)[O:21][C:20]([CH3:23])([CH3:22])[C:19]([CH3:25])([CH3:24])[O:18]1.C([O-])(=O)C.[K+]. The catalyst is O1CCOCC1.CS(C)=O.C(OCC)(=O)C. The product is [Cl:15][C:13]1[N:12]=[CH:11][C:10]([NH2:16])=[C:9]([C:4]2[C:5]([F:8])=[N:6][CH:7]=[C:2]([B:17]3[O:21][C:20]([CH3:23])([CH3:22])[C:19]([CH3:25])([CH3:24])[O:18]3)[CH:3]=2)[CH:14]=1. The yield is 0.320.